This data is from Catalyst prediction with 721,799 reactions and 888 catalyst types from USPTO. The task is: Predict which catalyst facilitates the given reaction. (1) Reactant: [NH:1]1[CH2:6][CH2:5][CH2:4][CH:3]([C:7](=[O:9])[CH3:8])[CH2:2]1.CCN(C(C)C)C(C)C.[CH:19]1[CH:24]=[CH:23][C:22]([CH2:25][O:26][C:27](Cl)=[O:28])=[CH:21][CH:20]=1. Product: [C:7]([CH:3]1[CH2:4][CH2:5][CH2:6][N:1]([C:27]([O:26][CH2:25][C:22]2[CH:23]=[CH:24][CH:19]=[CH:20][CH:21]=2)=[O:28])[CH2:2]1)(=[O:9])[CH3:8]. The catalyst class is: 2. (2) Product: [Cl:1][C:2]1[CH:7]=[CH:6][C:5]([CH:8]2[CH:13]([OH:14])[CH:12]([OH:15])[CH:11]([OH:16])[CH:10]([CH2:17][O:18][C:19]3[CH:24]=[CH:23][CH:22]=[C:21]([NH2:25])[CH:20]=3)[O:9]2)=[CH:4][C:3]=1[CH2:28][C:29]1[CH:30]=[CH:31][C:32]([O:35][CH2:36][CH3:37])=[CH:33][CH:34]=1. Reactant: [Cl:1][C:2]1[CH:7]=[CH:6][C:5]([C@H:8]2[C@H:13]([OH:14])[C@@H:12]([OH:15])[C@H:11]([OH:16])[C@@H:10]([CH2:17][O:18][C:19]3[CH:24]=[CH:23][CH:22]=[C:21]([N+:25]([O-])=O)[CH:20]=3)[O:9]2)=[CH:4][C:3]=1[CH2:28][C:29]1[CH:34]=[CH:33][C:32]([O:35][CH2:36][CH3:37])=[CH:31][CH:30]=1. The catalyst class is: 45. (3) Reactant: [Cl:1][C:2]1[CH:7]=[CH:6][C:5]([S:8]([NH:11][CH:12]([CH2:15][CH3:16])[CH2:13][CH3:14])(=[O:10])=[O:9])=[CH:4][CH:3]=1.Br[CH2:18][C:19]1[CH:26]=[CH:25][C:22]([C:23]#[N:24])=[CH:21][CH:20]=1.C([O-])([O-])=O.[K+].[K+]. Product: [Cl:1][C:2]1[CH:3]=[CH:4][C:5]([S:8]([N:11]([CH2:18][C:19]2[CH:26]=[CH:25][C:22]([C:23]#[N:24])=[CH:21][CH:20]=2)[CH:12]([CH2:15][CH3:16])[CH2:13][CH3:14])(=[O:10])=[O:9])=[CH:6][CH:7]=1. The catalyst class is: 3. (4) Reactant: [CH2:1]([O:8][C:9]([NH:11][C@@H:12]([CH2:34][C:35]1[CH:40]=[CH:39][CH:38]=[CH:37][CH:36]=1)[C:13]([NH:15][C@@H:16]([CH2:27][C:28]1[CH:33]=[CH:32][CH:31]=[CH:30][CH:29]=1)[C:17]([O:19][CH2:20][C:21]1[CH:26]=[CH:25][CH:24]=[CH:23][CH:22]=1)=[O:18])=O)=[O:10])[C:2]1[CH:7]=[CH:6][CH:5]=[CH:4][CH:3]=1.C1(P(C2C=CC=CC=2)C2C=CC=CN=2)C=CC=CC=1.N#N.CC(OC(/N=N/C(OC(C)C)=O)=O)C.C1(P([N:90]=[N+:91]=[N-:92])(C2C=CC=CC=2)=O)C=CC=CC=1. Product: [CH2:1]([O:8][C:9]([NH:11][C@H:12]([C:13]1[N:15]([C@@H:16]([CH2:27][C:28]2[CH:33]=[CH:32][CH:31]=[CH:30][CH:29]=2)[C:17]([O:19][CH2:20][C:21]2[CH:26]=[CH:25][CH:24]=[CH:23][CH:22]=2)=[O:18])[N:92]=[N:91][N:90]=1)[CH2:34][C:35]1[CH:40]=[CH:39][CH:38]=[CH:37][CH:36]=1)=[O:10])[C:2]1[CH:7]=[CH:6][CH:5]=[CH:4][CH:3]=1. The catalyst class is: 56. (5) Reactant: Cl[CH2:2][C:3]([NH:5][C:6]1[CH:11]=[CH:10][CH:9]=[CH:8][C:7]=1[CH3:12])=[O:4].[I-].[Na+].[CH3:15][C@H:16]1[CH2:21][NH:20][CH2:19][C@@H:18]([CH3:22])[NH:17]1. Product: [CH3:15][CH:16]1[NH:17][CH:18]([CH3:22])[CH2:19][N:20]([CH2:2][C:3]([NH:5][C:6]2[CH:11]=[CH:10][CH:9]=[CH:8][C:7]=2[CH3:12])=[O:4])[CH2:21]1. The catalyst class is: 8. (6) Reactant: C([N:8]1[CH2:14][CH:13]2[N:15]([CH2:16][CH:17]([OH:28])[CH2:18][O:19][C:20]3[CH:27]=[CH:26][C:23]([C:24]#[N:25])=[CH:22][CH:21]=3)[CH:10]([CH2:11][CH2:12]2)[CH2:9]1)C1C=CC=CC=1.Cl. Product: [CH:13]12[N:15]([CH2:16][CH:17]([OH:28])[CH2:18][O:19][C:20]3[CH:21]=[CH:22][C:23]([C:24]#[N:25])=[CH:26][CH:27]=3)[CH:10]([CH2:11][CH2:12]1)[CH2:9][NH:8][CH2:14]2. The catalyst class is: 10.